From a dataset of Full USPTO retrosynthesis dataset with 1.9M reactions from patents (1976-2016). Predict the reactants needed to synthesize the given product. (1) Given the product [CH2:38]([O:37][C:35]([N:29]1[CH2:28][CH2:27][CH:26]([N:23]2[C:19]3=[N:20][CH:21]=[N:22][C:17]([O:16][C:15]4[CH:14]=[CH:13][C:12]([S:9]([CH3:8])(=[O:11])=[O:10])=[CH:33][CH:32]=4)=[C:18]3[CH:25]=[N:24]2)[CH2:31][CH2:30]1)=[O:36])[CH:39]([CH3:41])[CH3:40], predict the reactants needed to synthesize it. The reactants are: FC(F)(F)C(O)=O.[CH3:8][S:9]([C:12]1[CH:33]=[CH:32][C:15]([O:16][C:17]2[N:22]=[CH:21][N:20]=[C:19]3[N:23]([CH:26]4[CH2:31][CH2:30][NH:29][CH2:28][CH2:27]4)[N:24]=[CH:25][C:18]=23)=[CH:14][CH:13]=1)(=[O:11])=[O:10].Cl[C:35]([O:37][CH2:38][CH:39]([CH3:41])[CH3:40])=[O:36]. (2) Given the product [N:15]1([CH2:2][C:3]([C:5]2[C:14]3[C:9](=[CH:10][CH:11]=[CH:12][CH:13]=3)[CH:8]=[CH:7][CH:6]=2)=[O:4])[C:19]2[CH:20]=[CH:21][CH:22]=[CH:23][C:18]=2[N:17]=[N:16]1, predict the reactants needed to synthesize it. The reactants are: Br[CH2:2][C:3]([C:5]1[C:14]2[C:9](=[CH:10][CH:11]=[CH:12][CH:13]=2)[CH:8]=[CH:7][CH:6]=1)=[O:4].[NH:15]1[C:19]2[CH:20]=[CH:21][CH:22]=[CH:23][C:18]=2[N:17]=[N:16]1.C([O-])([O-])=O.[K+].[K+].